This data is from Full USPTO retrosynthesis dataset with 1.9M reactions from patents (1976-2016). The task is: Predict the reactants needed to synthesize the given product. (1) Given the product [CH2:26]([NH:32][C:33](=[O:34])[O:18][C:15]1[CH:16]=[C:17]2[C:12]([CH2:11][CH2:10][CH2:9][N:8]2[CH2:1][C:2]2[CH:3]=[CH:4][CH:5]=[CH:6][CH:7]=2)=[CH:13][CH:14]=1)[CH2:27][CH2:28][CH2:29][CH2:30][CH3:31], predict the reactants needed to synthesize it. The reactants are: [CH2:1]([N:8]1[C:17]2[C:12](=[CH:13][CH:14]=[C:15]([OH:18])[CH:16]=2)[CH2:11][CH2:10][CH2:9]1)[C:2]1[CH:7]=[CH:6][CH:5]=[CH:4][CH:3]=1.C(N(CC)CC)C.[CH2:26]([N:32]=[C:33]=[O:34])[CH2:27][CH2:28][CH2:29][CH2:30][CH3:31]. (2) The reactants are: [H-].[Na+].[O:3]1CCC(S)CC1.BrC1C=C(C)C=C(Br)C=1.[OH-:19].[Na+].[Br:21][C:22]1[CH:23]=[C:24]([S:29][CH:30]2[CH2:35][CH2:34][O:33][CH2:32][CH2:31]2)[CH:25]=[C:26]([CH3:28])[CH:27]=1.C1C=C(Cl)C=C(C(OO)=O)C=1. Given the product [Br:21][C:22]1[CH:23]=[C:24]([S:29]([CH:30]2[CH2:35][CH2:34][O:33][CH2:32][CH2:31]2)(=[O:3])=[O:19])[CH:25]=[C:26]([CH3:28])[CH:27]=1, predict the reactants needed to synthesize it. (3) Given the product [F:18][C:16]1[CH:17]=[CH:12][C:13]([N+:19]([O-:21])=[O:20])=[C:14]([O:10][C:3]2[C:4]([O:8][CH3:9])=[CH:5][CH:6]=[CH:7][C:2]=2[F:1])[CH:15]=1.[F:22][C:23]1[CH:29]=[CH:28][C:26]([NH:27][C:3]([NH:40][C:41]2[S:42][CH:43]=[CH:44][N:45]=2)=[O:10])=[C:25]([O:30][C:31]2[C:36]([O:37][CH3:38])=[CH:35][CH:34]=[CH:33][C:32]=2[F:39])[CH:24]=1, predict the reactants needed to synthesize it. The reactants are: [F:1][C:2]1[CH:7]=[CH:6][CH:5]=[C:4]([O:8][CH3:9])[C:3]=1[OH:10].F[C:12]1[CH:17]=[C:16]([F:18])[CH:15]=[CH:14][C:13]=1[N+:19]([O-:21])=[O:20].[F:22][C:23]1[CH:29]=[CH:28][C:26]([NH2:27])=[C:25]([O:30][C:31]2[C:36]([O:37][CH3:38])=[CH:35][CH:34]=[CH:33][C:32]=2[F:39])[CH:24]=1.[NH2:40][C:41]1[S:42][CH:43]=[CH:44][N:45]=1. (4) Given the product [C:1]([NH:4][C:5]1[S:6][C:7]2[CH:13]=[CH:12][CH:11]=[C:10]([O:14][C:15]3[N:20]=[CH:19][N:18]=[C:17]([C:21]4[CH:26]=[CH:25][C:24]([C:27]([F:28])([F:30])[F:29])=[CH:23][C:22]=4[NH:31][C:32]([CH:34]4[CH2:35][CH2:36][C:37]([CH3:47])([CH3:46])[NH:38]4)=[O:33])[CH:16]=3)[C:8]=2[N:9]=1)(=[O:3])[CH3:2], predict the reactants needed to synthesize it. The reactants are: [C:1]([NH:4][C:5]1[S:6][C:7]2[CH:13]=[CH:12][CH:11]=[C:10]([O:14][C:15]3[N:20]=[CH:19][N:18]=[C:17]([C:21]4[CH:26]=[CH:25][C:24]([C:27]([F:30])([F:29])[F:28])=[CH:23][C:22]=4[NH:31][C:32]([CH:34]4[N:38](C(OC(C)(C)C)=O)[C:37]([CH3:47])([CH3:46])[CH2:36][CH2:35]4)=[O:33])[CH:16]=3)[C:8]=2[N:9]=1)(=[O:3])[CH3:2].C(O)(C(F)(F)F)=O. (5) Given the product [C:11]1([S:17][C:7]2[O:6][CH:10]=[CH:9][CH:8]=2)[CH:16]=[CH:15][CH:14]=[CH:13][CH:12]=1, predict the reactants needed to synthesize it. The reactants are: [Li]C(C)(C)C.[O:6]1[CH:10]=[CH:9][CH:8]=[CH:7]1.[C:11]1([S:17][S:17][C:11]2[CH:16]=[CH:15][CH:14]=[CH:13][CH:12]=2)[CH:16]=[CH:15][CH:14]=[CH:13][CH:12]=1. (6) Given the product [CH:26]([O:25][C:22]1[CH:23]=[CH:24][C:19]([C:17]([N:14]2[CH2:15][CH2:16][C:4]3([CH2:3][CH:2]([O:1][CH:32]([CH3:33])[CH3:31])[C:11]4[C:6](=[CH:7][CH:8]=[CH:9][CH:10]=4)[S:5]3)[CH2:12][CH2:13]2)=[O:18])=[CH:20][C:21]=1[O:29][CH3:30])([CH3:27])[CH3:28], predict the reactants needed to synthesize it. The reactants are: [OH:1][CH:2]1[C:11]2[C:6](=[CH:7][CH:8]=[CH:9][CH:10]=2)[S:5][C:4]2([CH2:16][CH2:15][N:14]([C:17]([C:19]3[CH:24]=[CH:23][C:22]([O:25][CH:26]([CH3:28])[CH3:27])=[C:21]([O:29][CH3:30])[CH:20]=3)=[O:18])[CH2:13][CH2:12]2)[CH2:3]1.[CH3:31][CH:32](O)[CH3:33].Cl.C([O-])(O)=O.[Na+]. (7) Given the product [CH2:1]([O:3][C:4]([C:6]1[CH:37]=[CH:36][C:9]2[N:10]([CH:30]3[CH2:35][CH2:34][CH2:33][CH2:32][CH2:31]3)[C:11]([C:13]3[CH:14]=[C:15]4[C:20](=[CH:21][CH:22]=3)[N:19]=[C:18]([C:23]3[CH:28]=[CH:27][CH:26]=[CH:25][CH:24]=3)[CH:17]=[C:16]4[Cl:40])=[N:12][C:8]=2[CH:7]=1)=[O:5])[CH3:2], predict the reactants needed to synthesize it. The reactants are: [CH2:1]([O:3][C:4]([C:6]1[CH:37]=[CH:36][C:9]2[N:10]([CH:30]3[CH2:35][CH2:34][CH2:33][CH2:32][CH2:31]3)[C:11]([C:13]3[CH:14]=[C:15]4[C:20](=[CH:21][CH:22]=3)[NH:19][C:18]([C:23]3[CH:28]=[CH:27][CH:26]=[CH:25][CH:24]=3)=[CH:17][C:16]4=O)=[N:12][C:8]=2[CH:7]=1)=[O:5])[CH3:2].P(Cl)(Cl)([Cl:40])=O. (8) Given the product [F:23][C:2]([F:1])([F:22])[S:3]([O:6][C:7]1[C:16]2[C:11](=[CH:12][C:13]([F:17])=[CH:14][CH:15]=2)[N:10]([CH2:18][CH2:19][N:46]2[CH2:47][CH2:48][CH:43]([N:35]([CH2:34][C:31]3[N:30]=[CH:29][C:28]4[O:27][CH2:26][CH2:25][O:24][C:33]=4[CH:32]=3)[C:36]([O:37][C:38]([CH3:41])([CH3:40])[CH3:39])=[O:42])[CH2:44][CH2:45]2)[C:9](=[O:21])[CH:8]=1)(=[O:5])=[O:4], predict the reactants needed to synthesize it. The reactants are: [F:1][C:2]([F:23])([F:22])[S:3]([O:6][C:7]1[C:16]2[C:11](=[CH:12][C:13]([F:17])=[CH:14][CH:15]=2)[N:10]([CH2:18][CH:19]=O)[C:9](=[O:21])[CH:8]=1)(=[O:5])=[O:4].[O:24]1[C:33]2[CH:32]=[C:31]([CH2:34][N:35]([CH:43]3[CH2:48][CH2:47][NH:46][CH2:45][CH2:44]3)[C:36](=[O:42])[O:37][C:38]([CH3:41])([CH3:40])[CH3:39])[N:30]=[CH:29][C:28]=2[O:27][CH2:26][CH2:25]1.S([O-])([O-])(=O)=O.[Na+].[Na+].C(O[BH-](OC(=O)C)OC(=O)C)(=O)C.[Na+].